From a dataset of Full USPTO retrosynthesis dataset with 1.9M reactions from patents (1976-2016). Predict the reactants needed to synthesize the given product. (1) Given the product [CH3:1][C:2]1[N:7]=[C:6]([C:8]2[CH:13]=[CH:12][C:11]([C:14]([F:16])([F:15])[F:17])=[CH:10][CH:9]=2)[C:5]([C:18]([NH:20][C:21]2[CH:26]=[CH:25][C:24]([NH:27][CH2:35][CH2:36][C:37]3[CH:42]=[CH:41][CH:40]=[CH:39][N:38]=3)=[CH:23][CH:22]=2)=[O:19])=[CH:4][N:3]=1, predict the reactants needed to synthesize it. The reactants are: [CH3:1][C:2]1[N:7]=[C:6]([C:8]2[CH:13]=[CH:12][C:11]([C:14]([F:17])([F:16])[F:15])=[CH:10][CH:9]=2)[C:5]([C:18]([NH:20][C:21]2[CH:26]=[CH:25][C:24]([N:27]([CH2:35][CH2:36][C:37]3[CH:42]=[CH:41][CH:40]=[CH:39][N:38]=3)C(=O)OC(C)(C)C)=[CH:23][CH:22]=2)=[O:19])=[CH:4][N:3]=1.FC(F)(F)C(O)=O.C(OCC)(=O)C.C(=O)([O-])[O-].[K+].[K+]. (2) Given the product [Br:8][C:5]1[CH:6]=[CH:7][C:2]([C:12]2[CH:13]=[CH:14][N:9]=[CH:10][CH:11]=2)=[N:3][CH:4]=1, predict the reactants needed to synthesize it. The reactants are: Br[C:2]1[CH:7]=[CH:6][C:5]([Br:8])=[CH:4][N:3]=1.[N:9]1[CH:14]=[CH:13][C:12](B(O)O)=[CH:11][CH:10]=1.C1(C)C=CC=CC=1.C(=O)([O-])[O-].[K+].[K+]. (3) Given the product [C:25]([CH:22]1[CH2:23][CH2:24][CH:19]([O:18][C:13]2[CH:14]=[C:15]3[C:10](=[CH:11][CH:12]=2)[CH2:9][NH:8][CH2:17][CH2:16]3)[CH2:20][CH2:21]1)([CH3:28])([CH3:26])[CH3:27].[ClH:40], predict the reactants needed to synthesize it. The reactants are: C(OC([N:8]1[CH2:17][CH2:16][C:15]2[C:10](=[CH:11][CH:12]=[C:13]([O:18][CH:19]3[CH2:24][CH2:23][CH:22]([C:25]([CH3:28])([CH3:27])[CH3:26])[CH2:21][CH2:20]3)[CH:14]=2)[CH2:9]1)=O)(C)(C)C.O1CCOCC1.CCOCC.[ClH:40].